This data is from Catalyst prediction with 721,799 reactions and 888 catalyst types from USPTO. The task is: Predict which catalyst facilitates the given reaction. Reactant: Cl[C:2]1[CH:7]=[CH:6][N:5]2[N:8]=[CH:9][C:10]([C:11]([O:13][CH2:14][CH3:15])=[O:12])=[C:4]2[N:3]=1.[F:16][C:17]1[CH:18]=[N:19][CH:20]=[C:21]([CH:23]2[CH2:27][CH2:26][CH2:25][NH:24]2)[CH:22]=1.[F-].[K+].O. Product: [F:16][C:17]1[CH:22]=[C:21]([CH:23]2[CH2:27][CH2:26][CH2:25][N:24]2[C:2]2[CH:7]=[CH:6][N:5]3[N:8]=[CH:9][C:10]([C:11]([O:13][CH2:14][CH3:15])=[O:12])=[C:4]3[N:3]=2)[CH:20]=[N:19][CH:18]=1. The catalyst class is: 16.